This data is from Forward reaction prediction with 1.9M reactions from USPTO patents (1976-2016). The task is: Predict the product of the given reaction. (1) Given the reactants [CH3:1][O:2][C:3]1[CH:11]=[CH:10][C:9]([N:12]2[C:16]([S:17]([CH3:20])(=[O:19])=[O:18])=[N:15][N:14]=[N:13]2)=[CH:8][C:4]=1[C:5]([OH:7])=O.Cl.[CH2:22]([O:24][CH2:25][CH2:26][N:27]1[C:31]2[CH:32]=[CH:33][CH:34]=[CH:35][C:30]=2[N:29]=[C:28]1[N:36]1[CH2:42][CH2:41][CH2:40][N:39]([CH2:43][CH2:44][C:45]2([C:50]3[CH:55]=[CH:54][CH:53]=[CH:52][CH:51]=3)[CH2:49][CH2:48][NH:47][CH2:46]2)[CH2:38][CH2:37]1)[CH3:23], predict the reaction product. The product is: [CH3:1][O:2][C:3]1[CH:11]=[CH:10][C:9]([N:12]2[C:16]([S:17]([CH3:20])(=[O:19])=[O:18])=[N:15][N:14]=[N:13]2)=[CH:8][C:4]=1[C:5]([N:47]1[CH2:48][CH2:49][C:45]([CH2:44][CH2:43][N:39]2[CH2:40][CH2:41][CH2:42][N:36]([C:28]3[N:27]([CH2:26][CH2:25][O:24][CH2:22][CH3:23])[C:31]4[CH:32]=[CH:33][CH:34]=[CH:35][C:30]=4[N:29]=3)[CH2:37][CH2:38]2)([C:50]2[CH:55]=[CH:54][CH:53]=[CH:52][CH:51]=2)[CH2:46]1)=[O:7]. (2) Given the reactants [O:1]1[CH2:5][CH2:4][NH:3][C:2]1=[O:6].C(OC([N:14]1[CH2:19][CH2:18][CH:17]([CH2:20][CH2:21][CH2:22][CH2:23]I)[CH2:16][CH2:15]1)=O)(C)(C)C.[H-].[H-].[H-].[H-].[Li+].[Al+3], predict the reaction product. The product is: [NH:14]1[CH2:19][CH2:18][CH:17]([CH2:20][CH2:21][CH2:22][CH2:23][N:3]2[CH2:4][CH2:5][O:1][C:2]2=[O:6])[CH2:16][CH2:15]1.